From a dataset of Forward reaction prediction with 1.9M reactions from USPTO patents (1976-2016). Predict the product of the given reaction. (1) The product is: [S:69]1[C:70]2[CH:76]=[CH:75][CH:74]=[CH:73][C:71]=2[N:72]=[C:68]1[S:67][CH2:26][CH2:27][N:28]1[CH2:29][CH2:30][N:31]([CH2:34][C:35]([NH:37][C:38]2[C:39]([N:51]3[CH2:56][CH2:55][O:54][CH2:53][CH2:52]3)=[N:40][C:41]([CH3:50])=[CH:42][C:43]=2[N:44]2[CH2:45][CH2:46][O:47][CH2:48][CH2:49]2)=[O:36])[CH2:32][CH2:33]1. Given the reactants OCCN1CCN(CC(NC2C(SC)=NC(C)=CC=2SC)=O)CC1.O[CH2:26][CH2:27][N:28]1[CH2:33][CH2:32][N:31]([CH2:34][C:35]([NH:37][C:38]2[C:39]([N:51]3[CH2:56][CH2:55][O:54][CH2:53][CH2:52]3)=[N:40][C:41]([CH3:50])=[CH:42][C:43]=2[N:44]2[CH2:49][CH2:48][O:47][CH2:46][CH2:45]2)=[O:36])[CH2:30][CH2:29]1.SC1NC2C=CC=CC=2N=1.[SH:67][C:68]1[S:69][C:70]2[CH:76]=[CH:75][CH:74]=[CH:73][C:71]=2[N:72]=1, predict the reaction product. (2) Given the reactants [O-]CC.[Na+].[C:5]([NH:8][CH:9]([C:15]([O:17][CH2:18][CH3:19])=[O:16])[C:10]([O:12][CH2:13][CH3:14])=[O:11])(=[O:7])[CH3:6].[CH3:20][C:21]([N+:27]([O-:29])=[O:28])([CH3:26])[CH2:22][CH2:23][CH2:24]I, predict the reaction product. The product is: [C:5]([NH:8][C:9]([CH2:24][CH2:23][CH2:22][C:21]([CH3:26])([N+:27]([O-:29])=[O:28])[CH3:20])([C:15]([O:17][CH2:18][CH3:19])=[O:16])[C:10]([O:12][CH2:13][CH3:14])=[O:11])(=[O:7])[CH3:6]. (3) Given the reactants [Cl:1][S:2]([OH:5])(=O)=[O:3].[CH3:6][C:7]1[CH:19]=[CH:18][C:17]([CH3:20])=[CH:16][C:8]=1[O:9][CH2:10][C:11]([O:13][CH2:14][CH3:15])=[O:12], predict the reaction product. The product is: [Cl:1][S:2]([C:18]1[C:17]([CH3:20])=[CH:16][C:8]([O:9][CH2:10][C:11]([O:13][CH2:14][CH3:15])=[O:12])=[C:7]([CH3:6])[CH:19]=1)(=[O:5])=[O:3]. (4) Given the reactants [P:1]([O:22][C:23]([CH3:26])([CH3:25])[CH3:24])([O:17][C:18]([CH3:21])([CH3:20])[CH3:19])([O:3][CH2:4][CH:5]1[O:9][N:8]=[C:7]([C:10]2[CH:15]=[CH:14][C:13](Br)=[CH:12][CH:11]=2)[CH2:6]1)=[O:2].[O:27]=[C:28]1[N:32]([C:33]2[CH:38]=[CH:37][C:36]([Sn](C)(C)C)=[CH:35][CH:34]=2)[CH2:31][C@H:30]([CH2:43][NH:44][C:45](=[O:47])[CH3:46])[O:29]1.O1C=CC=C1P(C1OC=CC=1)C1OC=CC=1, predict the reaction product. The product is: [P:1]([O:22][C:23]([CH3:26])([CH3:25])[CH3:24])([O:17][C:18]([CH3:21])([CH3:20])[CH3:19])([O:3][CH2:4][CH:5]1[O:9][N:8]=[C:7]([C:10]2[CH:15]=[CH:14][C:13]([C:36]3[CH:35]=[CH:34][C:33]([N:32]4[CH2:31][C@H:30]([CH2:43][NH:44][C:45](=[O:47])[CH3:46])[O:29][C:28]4=[O:27])=[CH:38][CH:37]=3)=[CH:12][CH:11]=2)[CH2:6]1)=[O:2]. (5) Given the reactants [CH3:1][O:2][C:3]1[CH:18]=[C:17]([CH2:19][NH:20][CH2:21][CH2:22][CH:23]2[CH2:28][CH2:27][O:26][CH2:25][CH2:24]2)[CH:16]=[CH:15][C:4]=1[O:5][C:6]1[CH:14]=[CH:13][C:9]([C:10]([NH2:12])=[O:11])=[CH:8][N:7]=1.[CH3:29][S:30]([OH:33])(=[O:32])=[O:31], predict the reaction product. The product is: [CH3:29][S:30]([OH:33])(=[O:32])=[O:31].[CH3:1][O:2][C:3]1[CH:18]=[C:17]([CH2:19][NH:20][CH2:21][CH2:22][CH:23]2[CH2:24][CH2:25][O:26][CH2:27][CH2:28]2)[CH:16]=[CH:15][C:4]=1[O:5][C:6]1[CH:14]=[CH:13][C:9]([C:10]([NH2:12])=[O:11])=[CH:8][N:7]=1. (6) Given the reactants Cl.[NH2:2][CH:3]1[CH2:8][CH2:7][CH2:6][N:5]([CH3:9])[C:4]1=[O:10].C(N(CC)CC)C.S=[C:19]1[CH2:23][S:22][C:21](=[O:24])[NH:20]1, predict the reaction product. The product is: [CH3:9][N:5]1[CH2:6][CH2:7][CH2:8][CH:3]([NH:2][C:19]2[CH2:23][S:22][C:21](=[O:24])[N:20]=2)[C:4]1=[O:10]. (7) Given the reactants [OH:1][CH2:2][CH:3]1[CH:8]([NH:9][C:10](=[O:16])[O:11][C:12]([CH3:15])([CH3:14])[CH3:13])[CH2:7][CH2:6][O:5][CH2:4]1.[Cl:17][C:18]1[CH:19]=[N:20][N:21]([C:23]2[CH:28]=[CH:27][C:26](O)=[CH:25][CH:24]=2)[CH:22]=1.C1CCN(C(N=NC(N2CCCCC2)=O)=O)CC1.P(CCCC)(CCCC)CCCC, predict the reaction product. The product is: [Cl:17][C:18]1[CH:19]=[N:20][N:21]([C:23]2[CH:28]=[CH:27][C:26]([O:1][CH2:2][CH:3]3[CH:8]([NH:9][C:10](=[O:16])[O:11][C:12]([CH3:13])([CH3:15])[CH3:14])[CH2:7][CH2:6][O:5][CH2:4]3)=[CH:25][CH:24]=2)[CH:22]=1.